Dataset: Reaction yield outcomes from USPTO patents with 853,638 reactions. Task: Predict the reaction yield, written as a fraction of the theoretical maximum amount of product (1.0 means a 100% yield; for example, 0.34 means a 34% yield). The reactants are F[P-](F)(F)(F)(F)F.[CH3:8][N:9](C)/[CH:10]=[C:11](\[C:16]([F:19])([F:18])[F:17])/[CH:12]=[N+:13](C)C.Cl.[CH3:22][O:23][C:24]1[CH:29]=[CH:28]C(NN)=[CH:26][CH:25]=1.C[O-].[Na+]. The catalyst is O1CCCC1. The product is [CH3:22][O:23][C:24]1[CH:29]=[CH:28][C:8]([N:9]2[CH:10]=[C:11]([C:16]([F:19])([F:18])[F:17])[CH:12]=[N:13]2)=[CH:26][CH:25]=1. The yield is 0.850.